The task is: Regression. Given a peptide amino acid sequence and an MHC pseudo amino acid sequence, predict their binding affinity value. This is MHC class I binding data.. This data is from Peptide-MHC class I binding affinity with 185,985 pairs from IEDB/IMGT. (1) The peptide sequence is IPEISSNDNA. The MHC is HLA-B54:01 with pseudo-sequence HLA-B54:01. The binding affinity (normalized) is 0.222. (2) The peptide sequence is FPASHMATY. The MHC is HLA-A24:03 with pseudo-sequence HLA-A24:03. The binding affinity (normalized) is 0.0847. (3) The peptide sequence is VLEQTTNQQAE. The MHC is Mamu-B03 with pseudo-sequence Mamu-B03. The binding affinity (normalized) is 0. (4) The peptide sequence is LPQYFTFDL. The MHC is HLA-B18:01 with pseudo-sequence HLA-B18:01. The binding affinity (normalized) is 0.0847. (5) The peptide sequence is FPGQQQPF. The MHC is HLA-B53:01 with pseudo-sequence HLA-B53:01. The binding affinity (normalized) is 0. (6) The peptide sequence is IVHVDHECF. The MHC is HLA-A02:01 with pseudo-sequence HLA-A02:01. The binding affinity (normalized) is 0.0847. (7) The binding affinity (normalized) is 0.104. The MHC is Patr-A0101 with pseudo-sequence Patr-A0101. The peptide sequence is TLPETTVVR. (8) The peptide sequence is YEQQTVNST. The MHC is HLA-B40:01 with pseudo-sequence HLA-B40:01. The binding affinity (normalized) is 0.